Dataset: Catalyst prediction with 721,799 reactions and 888 catalyst types from USPTO. Task: Predict which catalyst facilitates the given reaction. Reactant: [CH3:1][O:2][C:3]1[CH:12]=[CH:11][C:6]2[C:7](=[O:10])[CH2:8][O:9][C:5]=2[C:4]=1[C:13]#[C:14][CH:15]1[CH2:20][CH2:19][N:18]([C:21]([O:23][C:24]([CH3:27])([CH3:26])[CH3:25])=[O:22])[CH2:17][CH2:16]1. Product: [CH3:1][O:2][C:3]1[CH:12]=[CH:11][C:6]2[C:7](=[O:10])[CH2:8][O:9][C:5]=2[C:4]=1[CH2:13][CH2:14][CH:15]1[CH2:20][CH2:19][N:18]([C:21]([O:23][C:24]([CH3:27])([CH3:26])[CH3:25])=[O:22])[CH2:17][CH2:16]1. The catalyst class is: 29.